Dataset: Catalyst prediction with 721,799 reactions and 888 catalyst types from USPTO. Task: Predict which catalyst facilitates the given reaction. Reactant: [H-].C([Al+]CC(C)C)C(C)C.[O:11]=[C:12]1[C@H:18]([NH:19][C:20]([N:22]2[CH2:27][CH2:26][CH:25]([NH:28][C:29]([NH:31][CH:32]([C:38]3[CH:43]=[CH:42][CH:41]=[CH:40][N:39]=3)[C:33](OCC)=O)=[O:30])[CH2:24][CH2:23]2)=[O:21])[N:17]=[C:16]([C:44]2[CH:49]=[CH:48][CH:47]=[CH:46][CH:45]=2)[C:15]2[CH:50]=[CH:51][CH:52]=[CH:53][C:14]=2[N:13]1[CH2:54][C:55]([F:58])([F:57])[F:56]. Product: [O:11]=[C:12]1[C@H:18]([NH:19][C:20]([N:22]2[CH2:23][CH2:24][CH:25]([N:28]3[CH:33]=[C:32]([C:38]4[CH:43]=[CH:42][CH:41]=[CH:40][N:39]=4)[NH:31][C:29]3=[O:30])[CH2:26][CH2:27]2)=[O:21])[N:17]=[C:16]([C:44]2[CH:49]=[CH:48][CH:47]=[CH:46][CH:45]=2)[C:15]2[CH:50]=[CH:51][CH:52]=[CH:53][C:14]=2[N:13]1[CH2:54][C:55]([F:58])([F:56])[F:57]. The catalyst class is: 451.